This data is from Peptide-MHC class I binding affinity with 185,985 pairs from IEDB/IMGT. The task is: Regression. Given a peptide amino acid sequence and an MHC pseudo amino acid sequence, predict their binding affinity value. This is MHC class I binding data. (1) The binding affinity (normalized) is 0.302. The MHC is HLA-A30:01 with pseudo-sequence HLA-A30:01. The peptide sequence is GVYPLSIPAT. (2) The peptide sequence is LTGTFVTAFI. The MHC is HLA-A68:02 with pseudo-sequence HLA-A68:02. The binding affinity (normalized) is 0.566. (3) The binding affinity (normalized) is 0.213. The MHC is HLA-A30:01 with pseudo-sequence HLA-A30:01. The peptide sequence is IATLYCVHQK. (4) The peptide sequence is FIPIYDLL. The MHC is HLA-A02:02 with pseudo-sequence HLA-A02:02. The binding affinity (normalized) is 0.682.